Dataset: Full USPTO retrosynthesis dataset with 1.9M reactions from patents (1976-2016). Task: Predict the reactants needed to synthesize the given product. (1) Given the product [CH2:9]1[CH:7]2[CH2:8][C:1]3([NH2:11])[CH2:10][CH:5]([CH2:6]2)[CH2:4][CH:3]1[CH2:2]3.[ClH:14], predict the reactants needed to synthesize it. The reactants are: [C:1]12([NH:11]C(=O)C[Cl:14])[CH2:10][CH:5]3[CH2:6][CH:7]([CH2:9][CH:3]([CH2:4]3)[CH2:2]1)[CH2:8]2.NC(N)=S.C(O)(=O)C. (2) Given the product [Cl:28][C:24]1[CH:25]=[CH:26][CH:27]=[C:2]([Cl:1])[C:3]=1[CH2:4][C:5]1[N:9]([CH2:10][C:11]2[CH:12]=[CH:13][C:14]([C:15]([NH:75][CH2:74][CH2:73][CH2:72][N:69]3[CH2:70][CH2:71][NH:66][CH2:67][CH2:68]3)=[O:17])=[CH:18][CH:19]=2)[C:8]2[CH:20]=[CH:21][CH:22]=[CH:23][C:7]=2[N:6]=1, predict the reactants needed to synthesize it. The reactants are: [Cl:1][C:2]1[CH:27]=[CH:26][CH:25]=[C:24]([Cl:28])[C:3]=1[CH2:4][C:5]1[N:9]([CH2:10][C:11]2[CH:19]=[CH:18][C:14]([C:15]([OH:17])=O)=[CH:13][CH:12]=2)[C:8]2[CH:20]=[CH:21][CH:22]=[CH:23][C:7]=2[N:6]=1.F[P-](F)(F)(F)(F)F.N1(O[P+](N(C)C)(N(C)C)N(C)C)C2C=CC=CC=2N=N1.CCN(C(C)C)C(C)C.C[N:66]1[CH2:71][CH2:70][N:69]([CH2:72][CH2:73][CH2:74][NH2:75])[CH2:68][CH2:67]1. (3) Given the product [CH3:15][N:16]([CH3:17])[CH:7]1[CH2:11][CH2:10][CH2:9][N:8]([CH2:12][CH3:13])[C:2]1([CH2:5][CH3:6])[CH2:3][CH3:4], predict the reactants needed to synthesize it. The reactants are: Cl[C:2]([C:7]1(C)[CH2:11][CH2:10][CH2:9][N:8]1[CH2:12][CH3:13])([CH2:5][CH3:6])[CH2:3][CH3:4].[CH3:15][NH:16][CH3:17]. (4) The reactants are: [OH:1][CH2:2][C:3]1[CH:8]=[CH:7][C:6]([C:9]2[N:13]=[C:12]([C:14]3[S:15][C:16]([C:25]([F:28])([F:27])[F:26])=[C:17]([C:19]4[CH:24]=[CH:23][CH:22]=[CH:21][CH:20]=4)[CH:18]=3)[O:11][N:10]=2)=[CH:5][CH:4]=1.C[N+]1([O-])CCOCC1.C([N+](CCC)(CCC)CCC)CC. Given the product [CH:2]([C:3]1[CH:8]=[CH:7][C:6]([C:9]2[N:13]=[C:12]([C:14]3[S:15][C:16]([C:25]([F:27])([F:26])[F:28])=[C:17]([C:19]4[CH:24]=[CH:23][CH:22]=[CH:21][CH:20]=4)[CH:18]=3)[O:11][N:10]=2)=[CH:5][CH:4]=1)=[O:1], predict the reactants needed to synthesize it. (5) Given the product [CH3:12][O:11][C:3]1[CH:4]=[CH:5][CH:6]=[C:7]([NH2:8])[C:2]=1[CH3:1], predict the reactants needed to synthesize it. The reactants are: [CH3:1][C:2]1[C:7]([N+:8]([O-])=O)=[CH:6][CH:5]=[CH:4][C:3]=1[O:11][CH3:12]. (6) Given the product [CH3:26][Sn:27]([CH3:29])([CH3:28])[C:16]1[S:15][CH:14]=[C:13]([CH2:1][CH2:2][CH2:3][CH2:4][CH2:5][CH2:6][CH2:7][CH2:8][CH2:9][CH2:10][CH2:11][CH3:12])[CH:17]=1, predict the reactants needed to synthesize it. The reactants are: [CH2:1]([C:13]1[CH:17]=[CH:16][S:15][CH:14]=1)[CH2:2][CH2:3][CH2:4][CH2:5][CH2:6][CH2:7][CH2:8][CH2:9][CH2:10][CH2:11][CH3:12].[Li+].CC([N-]C(C)C)C.[CH3:26][Sn:27](Cl)([CH3:29])[CH3:28].